This data is from Peptide-MHC class I binding affinity with 185,985 pairs from IEDB/IMGT. The task is: Regression. Given a peptide amino acid sequence and an MHC pseudo amino acid sequence, predict their binding affinity value. This is MHC class I binding data. (1) The peptide sequence is VVFGILIKR. The MHC is HLA-A33:01 with pseudo-sequence HLA-A33:01. The binding affinity (normalized) is 0.603. (2) The MHC is HLA-B40:01 with pseudo-sequence HLA-B40:01. The peptide sequence is VRDVVMPAL. The binding affinity (normalized) is 0.0847. (3) The peptide sequence is RVTTELNIV. The MHC is HLA-A03:01 with pseudo-sequence HLA-A03:01. The binding affinity (normalized) is 0.186. (4) The peptide sequence is RPRLHSISF. The MHC is HLA-A02:01 with pseudo-sequence HLA-A02:01. The binding affinity (normalized) is 0.0847. (5) The peptide sequence is VVMQVKVPK. The MHC is BoLA-T2a with pseudo-sequence BoLA-T2a. The binding affinity (normalized) is 0.425. (6) The peptide sequence is VAKEKNATL. The MHC is H-2-Kb with pseudo-sequence H-2-Kb. The binding affinity (normalized) is 0.145. (7) The peptide sequence is ITVLDVGDAYF. The MHC is Mamu-A02 with pseudo-sequence Mamu-A02. The binding affinity (normalized) is 0.551. (8) The peptide sequence is SVIDHIHYM. The binding affinity (normalized) is 0.540. The MHC is HLA-B15:01 with pseudo-sequence HLA-B15:01. (9) The peptide sequence is WEMRAGREI. The MHC is HLA-B40:01 with pseudo-sequence HLA-B40:01. The binding affinity (normalized) is 1.00.